From a dataset of Full USPTO retrosynthesis dataset with 1.9M reactions from patents (1976-2016). Predict the reactants needed to synthesize the given product. (1) The reactants are: [Cl:1][C:2]1[CH:8]=[CH:7][C:5]([NH2:6])=[CH:4][C:3]=1[CH3:9].[C:10](O[C:10]([O:12][C:13]([CH3:16])([CH3:15])[CH3:14])=[O:11])([O:12][C:13]([CH3:16])([CH3:15])[CH3:14])=[O:11]. Given the product [Cl:1][C:2]1[CH:8]=[CH:7][C:5]([NH:6][C:10](=[O:11])[O:12][C:13]([CH3:16])([CH3:15])[CH3:14])=[CH:4][C:3]=1[CH3:9], predict the reactants needed to synthesize it. (2) The reactants are: CC(OI1(OC(C)=O)(OC(C)=O)OC(=O)C2C1=CC=CC=2)=O.[CH3:23][O:24][C:25]1[CH:30]=[CH:29][N:28]=[C:27]2[N:31]([CH:34]([C:38]3[CH:43]=[CH:42][CH:41]=[CH:40][CH:39]=3)[CH2:35][CH2:36][OH:37])[CH:32]=[CH:33][C:26]=12.C([O-])(O)=O.[Na+]. Given the product [CH3:23][O:24][C:25]1[CH:30]=[CH:29][N:28]=[C:27]2[N:31]([CH:34]([C:38]3[CH:43]=[CH:42][CH:41]=[CH:40][CH:39]=3)[CH2:35][CH:36]=[O:37])[CH:32]=[CH:33][C:26]=12, predict the reactants needed to synthesize it.